This data is from Reaction yield outcomes from USPTO patents with 853,638 reactions. The task is: Predict the reaction yield, written as a fraction of the theoretical maximum amount of product (1.0 means a 100% yield; for example, 0.34 means a 34% yield). (1) The reactants are [OH:1][C:2]1[CH:7]=[C:6]([CH3:8])[C:5]([C:9]2[N:10]=[C:11]([NH:14][C:15](=[O:22])[C:16]3[CH:21]=[CH:20][N:19]=[CH:18][CH:17]=3)[S:12][CH:13]=2)=[C:4]([CH3:23])[CH:3]=1.C(=O)([O-])[O-].[Cs+].[Cs+].Br[C:31]1[CH:32]=[CH:33][C:34]([OH:37])=[N:35][CH:36]=1. The catalyst is CN(C=O)C. The product is [OH:37][C:34]1[N:35]=[CH:36][C:31]([O:1][C:2]2[CH:3]=[C:4]([CH3:23])[C:5]([C:9]3[N:10]=[C:11]([NH:14][C:15](=[O:22])[C:16]4[CH:21]=[CH:20][N:19]=[CH:18][CH:17]=4)[S:12][CH:13]=3)=[C:6]([CH3:8])[CH:7]=2)=[CH:32][CH:33]=1. The yield is 0.180. (2) The reactants are C([O:8][C:9]1[CH:10]=[C:11]([N:17]2[CH:25]([CH:26]3[CH2:30][CH2:29][CH2:28][CH2:27]3)[CH:24]3[C:19]([C:20]4[CH:34]=[CH:33][C:32]([C:35]([O:37][CH3:38])=[O:36])=[CH:31][C:21]=4[CH2:22][CH2:23]3)=[N:18]2)[CH:12]=[CH:13][C:14]=1[C:15]#[N:16])C1C=CC=CC=1.[H][H]. The catalyst is [Pd].C(OCC)(=O)C. The product is [C:15]([C:14]1[CH:13]=[CH:12][C:11]([N:17]2[CH:25]([CH:26]3[CH2:27][CH2:28][CH2:29][CH2:30]3)[CH:24]3[C:19]([C:20]4[CH:34]=[CH:33][C:32]([C:35]([O:37][CH3:38])=[O:36])=[CH:31][C:21]=4[CH2:22][CH2:23]3)=[N:18]2)=[CH:10][C:9]=1[OH:8])#[N:16]. The yield is 0.530. (3) The reactants are [NH2:1][C@@H:2]([CH2:13][CH:14]1[CH2:19][CH2:18][CH2:17][CH2:16][CH2:15]1)[CH2:3][N:4]([CH3:12])[C:5](=[O:11])[O:6][C:7]([CH3:10])([CH3:9])[CH3:8].[C:20]([N:22]=[C:23](SC)[S:24][CH3:25])#[N:21]. The catalyst is CC#N.CCN(CC)CC. The product is [C:20]([N:22]=[C:23]([NH:1][C@@H:2]([CH2:13][CH:14]1[CH2:15][CH2:16][CH2:17][CH2:18][CH2:19]1)[CH2:3][N:4]([CH3:12])[C:5](=[O:11])[O:6][C:7]([CH3:9])([CH3:10])[CH3:8])[S:24][CH3:25])#[N:21]. The yield is 0.310. (4) The reactants are [CH3:1][O:2][C:3]1[CH:4]=[C:5]2[C:10](=[CH:11][C:12]=1[O:13][CH3:14])[CH2:9][N:8]([C:15]([C@@H:17]1[CH2:26][C:25]3[C:20](=[CH:21][CH:22]=[CH:23][CH:24]=3)[CH2:19][NH:18]1)=[O:16])[CH2:7][CH2:6]2.[F:27][C:28]([F:39])([F:38])[O:29][C:30]1[CH:37]=[CH:36][CH:35]=[CH:34][C:31]=1[CH:32]=O.C(O[BH-](OC(=O)C)OC(=O)C)(=O)C.[Na+]. The product is [CH3:1][O:2][C:3]1[CH:4]=[C:5]2[C:10](=[CH:11][C:12]=1[O:13][CH3:14])[CH2:9][N:8]([C:15]([C@@H:17]1[CH2:26][C:25]3[C:20](=[CH:21][CH:22]=[CH:23][CH:24]=3)[CH2:19][N:18]1[CH2:32][C:31]1[CH:34]=[CH:35][CH:36]=[CH:37][C:30]=1[O:29][C:28]([F:27])([F:38])[F:39])=[O:16])[CH2:7][CH2:6]2. The catalyst is CN(C=O)C. The yield is 0.330.